From a dataset of Catalyst prediction with 721,799 reactions and 888 catalyst types from USPTO. Predict which catalyst facilitates the given reaction. (1) Reactant: Cl.[F:2][C:3]([F:15])([F:14])[C:4]([NH:6][CH2:7][C@@H:8]1[C@H:12]([OH:13])[CH2:11][NH:10][CH2:9]1)=[O:5].[CH:16]([C:18]1[C:27]2[C:22](=[CH:23][CH:24]=[C:25]([O:28][CH3:29])[N:26]=2)[N:21]=[CH:20][C:19]=1[C:30]#[N:31])=[CH2:17]. Product: [C:30]([C:19]1[CH:20]=[N:21][C:22]2[C:27]([C:18]=1[CH2:16][CH2:17][N:10]1[CH2:11][C@@H:12]([OH:13])[C@@H:8]([CH2:7][NH:6][C:4](=[O:5])[C:3]([F:2])([F:14])[F:15])[CH2:9]1)=[N:26][C:25]([O:28][CH3:29])=[CH:24][CH:23]=2)#[N:31]. The catalyst class is: 8. (2) Reactant: [NH2:1][CH:2]([CH2:12][C:13]1[CH:18]=[CH:17][CH:16]=[C:15]([C:19]([F:22])([F:21])[CH3:20])[CH:14]=1)[CH:3]([C:5]1[CH:10]=[CH:9][C:8]([F:11])=[CH:7][CH:6]=1)[OH:4].[F:23][C:24]1[C:33]2[C:28](=[CH:29][CH:30]=[CH:31][CH:32]=2)[C:27]([C:34](O)=[O:35])=[CH:26][CH:25]=1.O.ON1C2C=CC=CC=2N=N1.Cl.C(N=C=NCCCN(C)C)C. Product: [F:21][C:19]([C:15]1[CH:14]=[C:13]([CH:18]=[CH:17][CH:16]=1)[CH2:12][CH:2]([NH:1][C:34]([C:27]1[C:28]2[C:33](=[CH:32][CH:31]=[CH:30][CH:29]=2)[C:24]([F:23])=[CH:25][CH:26]=1)=[O:35])[CH:3]([C:5]1[CH:10]=[CH:9][C:8]([F:11])=[CH:7][CH:6]=1)[OH:4])([F:22])[CH3:20]. The catalyst class is: 115. (3) The catalyst class is: 111. Reactant: [CH:1]1([C:4]2[CH:5]=[N:6][C:7]([NH:14][C:15]3[CH:24]=[CH:23][C:22]4[C:17](=[C:18]([C:25]5[CH:30]=[CH:29][CH:28]=[CH:27][CH:26]=5)[CH:19]=[CH:20][CH:21]=4)[CH:16]=3)=[C:8]([CH:13]=2)[C:9]([O:11]C)=[O:10])[CH2:3][CH2:2]1.[OH-].[Na+]. Product: [CH:1]1([C:4]2[CH:5]=[N:6][C:7]([NH:14][C:15]3[CH:24]=[CH:23][C:22]4[C:17](=[C:18]([C:25]5[CH:30]=[CH:29][CH:28]=[CH:27][CH:26]=5)[CH:19]=[CH:20][CH:21]=4)[CH:16]=3)=[C:8]([CH:13]=2)[C:9]([OH:11])=[O:10])[CH2:2][CH2:3]1. (4) Reactant: [Cl:1][C:2]1[CH:3]=[C:4]2[C:9](=[C:10]([Cl:12])[CH:11]=1)[CH2:8][N:7]([CH3:13])[CH2:6][CH:5]2[C:14]1[CH:15]=[C:16]([NH:20][C:21](=[O:32])[C@H:22]([OH:31])[C@@H:23]([OH:30])[C@H:24]([OH:29])[C@H:25]([OH:28])[CH2:26][OH:27])[CH:17]=[CH:18][CH:19]=1.Cl. Product: [ClH:1].[Cl:1][C:2]1[CH:3]=[C:4]2[C:9](=[C:10]([Cl:12])[CH:11]=1)[CH2:8][N:7]([CH3:13])[CH2:6][CH:5]2[C:14]1[CH:15]=[C:16]([NH:20][C:21](=[O:32])[C@H:22]([OH:31])[C@@H:23]([OH:30])[C@H:24]([OH:29])[C@H:25]([OH:28])[CH2:26][OH:27])[CH:17]=[CH:18][CH:19]=1. The catalyst class is: 6.